Dataset: Forward reaction prediction with 1.9M reactions from USPTO patents (1976-2016). Task: Predict the product of the given reaction. (1) Given the reactants ClCCl.[CH2:4]([O:11][CH2:12][CH:13]([OH:23])[CH2:14][O:15][CH2:16][C:17]1[CH:22]=[CH:21][CH:20]=[CH:19][CH:18]=1)[C:5]1[CH:10]=[CH:9][CH:8]=[CH:7][CH:6]=1.C(N(CC)CC)C.CS(C)=O, predict the reaction product. The product is: [CH2:4]([O:11][CH2:12][C:13]([CH2:14][O:15][CH2:16][C:17]1[CH:18]=[CH:19][CH:20]=[CH:21][CH:22]=1)=[O:23])[C:5]1[CH:6]=[CH:7][CH:8]=[CH:9][CH:10]=1. (2) Given the reactants C(O[C:6](=O)[N:7]([C@H:9]([C:11](=[O:41])[NH:12][C@@H:13]1[C:19](=[O:20])[N:18]([CH2:21][C:22]2[C:31]3[C:26](=[CH:27][C:28]([C:32](=[S:34])[NH2:33])=[CH:29][CH:30]=3)[CH:25]=[CH:24][C:23]=2[O:35][CH3:36])[C:17]2[CH:37]=[CH:38][CH:39]=[CH:40][C:16]=2[CH2:15][CH2:14]1)[CH3:10])C)(C)(C)C.[CH3:43][CH2:44]O.[C:46]([O-])([O-])=O.[K+].[K+], predict the reaction product. The product is: [CH3:36][O:35][C:23]1[CH:24]=[CH:25][C:26]2[C:31](=[CH:30][CH:29]=[C:28]([C:32]3[S:34][CH:46]=[C:44]([CH3:43])[N:33]=3)[CH:27]=2)[C:22]=1[CH2:21][N:18]1[C:19](=[O:20])[C@@H:13]([NH:12][C:11](=[O:41])[C@@H:9]([NH:7][CH3:6])[CH3:10])[CH2:14][CH2:15][C:16]2[CH:40]=[CH:39][CH:38]=[CH:37][C:17]1=2. (3) Given the reactants [OH:1][CH2:2][CH:3]([CH2:5][OH:6])[OH:4].[OH-].[Na+].[CH2:9]([C:11]1([CH2:15]OS(C)(=O)=O)[CH2:14][O:13][CH2:12]1)[CH3:10].Cl, predict the reaction product. The product is: [CH2:9]([C:11]1([CH2:15][O:1][CH2:2][CH:3]([OH:4])[CH2:5][OH:6])[CH2:14][O:13][CH2:12]1)[CH3:10]. (4) The product is: [Cl:1][C:2]1[CH:7]=[CH:6][C:5]([CH2:8][NH:9][C:10]([C:12]2[NH:13][C:14]3[C:19]([CH:20]=2)=[CH:18][CH:17]=[C:16]([NH:21][C:22](=[O:30])[CH2:23][CH2:24][OH:25])[CH:15]=3)=[O:11])=[C:4]([F:31])[C:3]=1[O:32][C:33]1[CH:38]=[C:37]([C:39]#[N:40])[CH:36]=[C:35]([Cl:41])[CH:34]=1. Given the reactants [Cl:1][C:2]1[CH:7]=[CH:6][C:5]([CH2:8][NH:9][C:10]([C:12]2[NH:13][C:14]3[C:19]([CH:20]=2)=[CH:18][CH:17]=[C:16]([NH:21][C:22](=[O:30])[CH2:23][CH2:24][O:25]C(C)(C)C)[CH:15]=3)=[O:11])=[C:4]([F:31])[C:3]=1[O:32][C:33]1[CH:38]=[C:37]([C:39]#[N:40])[CH:36]=[C:35]([Cl:41])[CH:34]=1, predict the reaction product. (5) The product is: [Br:1][C:2]1[CH:7]=[CH:6][CH:5]=[C:4]([CH2:8][CH2:9][CH2:10][CH3:11])[CH:3]=1. Given the reactants [Br:1][C:2]1[CH:3]=[C:4]([C:8](=O)[CH2:9][CH2:10][CH3:11])[CH:5]=[CH:6][CH:7]=1.COCCOCCOC.NN.[OH-].[K+], predict the reaction product. (6) Given the reactants [Cl:1][C:2]1[CH:16]=[CH:15][CH:14]=[C:13]([Cl:17])[C:3]=1[CH2:4][O:5][C:6]1[C:7]([NH2:12])=[N:8][CH:9]=[CH:10][CH:11]=1.[Br:18]N1C(=O)CCC1=O, predict the reaction product. The product is: [Br:18][C:10]1[CH:11]=[C:6]([O:5][CH2:4][C:3]2[C:13]([Cl:17])=[CH:14][CH:15]=[CH:16][C:2]=2[Cl:1])[C:7]([NH2:12])=[N:8][CH:9]=1. (7) Given the reactants [NH2:1][C:2]1[C:7]([NH2:8])=[CH:6][C:5]([N+:9]([O-:11])=[O:10])=[CH:4][C:3]=1[O:12][CH3:13].[F:14][CH:15]([F:19])[C:16](O)=O, predict the reaction product. The product is: [F:14][CH:15]([F:19])[C:16]1[NH:8][C:7]2[CH:6]=[C:5]([N+:9]([O-:11])=[O:10])[CH:4]=[C:3]([O:12][CH3:13])[C:2]=2[N:1]=1. (8) Given the reactants [C:1]([O:5][C:6]([N:8]1[CH2:11][C:10](=O)[CH2:9]1)=[O:7])([CH3:4])([CH3:3])[CH3:2].[N:13]1([CH2:18][CH2:19][NH2:20])[CH2:17][CH2:16][CH2:15][CH2:14]1, predict the reaction product. The product is: [C:1]([O:5][C:6]([N:8]1[CH2:11][CH:10]([NH:20][CH2:19][CH2:18][N:13]2[CH2:17][CH2:16][CH2:15][CH2:14]2)[CH2:9]1)=[O:7])([CH3:4])([CH3:3])[CH3:2].